Dataset: Forward reaction prediction with 1.9M reactions from USPTO patents (1976-2016). Task: Predict the product of the given reaction. (1) Given the reactants [F:1][CH2:2][CH2:3][CH2:4][O:5][C:6]1[CH:7]=[C:8]([CH:19]=[CH:20][CH:21]=1)[C:9]([C:11]1[C:12]([C:17]#[N:18])=[N:13][CH:14]=[CH:15][CH:16]=1)=O.[CH3:22][C:23]([S:26]([NH2:28])=[O:27])([CH3:25])[CH3:24], predict the reaction product. The product is: [C:17]([C:12]1[C:11]([C:9]([C:8]2[CH:19]=[CH:20][CH:21]=[C:6]([O:5][CH2:4][CH2:3][CH2:2][F:1])[CH:7]=2)=[N:28][S:26]([C:23]([CH3:25])([CH3:24])[CH3:22])=[O:27])=[CH:16][CH:15]=[CH:14][N:13]=1)#[N:18]. (2) Given the reactants [O:1]1[CH:5]=[CH:4][CH:3]=[C:2]1[C:6]1[N:19]=[C:9]2[N:10]=[C:11](S(C)(=O)=O)[N:12]=[C:13]([NH2:14])[N:8]2[N:7]=1.[CH3:20][NH:21][CH2:22][CH2:23][NH:24][CH3:25], predict the reaction product. The product is: [O:1]1[CH:5]=[CH:4][CH:3]=[C:2]1[C:6]1[N:19]=[C:9]2[N:10]=[C:11]([N:21]([CH3:20])[CH2:22][CH2:23][NH:24][CH3:25])[N:12]=[C:13]([NH2:14])[N:8]2[N:7]=1. (3) Given the reactants CO[C:3]([C:5]1[C:6]([OH:31])=[C:7]2[C:12](=[C:13]([C:15]#[N:16])[N:14]=1)[N:11]([CH2:17][C:18]1[CH:23]=[CH:22][CH:21]=[CH:20][CH:19]=1)[C:10](=[O:24])[C:9]([C:25]1[CH:30]=[CH:29][CH:28]=[CH:27][CH:26]=1)=[CH:8]2)=[O:4].[NH2:32][CH2:33][C:34]([OH:36])=[O:35].C[O-].[Na+], predict the reaction product. The product is: [CH2:17]([N:11]1[C:12]2[C:7](=[C:6]([OH:31])[C:5]([C:3]([NH:32][CH2:33][C:34]([OH:36])=[O:35])=[O:4])=[N:14][C:13]=2[C:15]#[N:16])[CH:8]=[C:9]([C:25]2[CH:30]=[CH:29][CH:28]=[CH:27][CH:26]=2)[C:10]1=[O:24])[C:18]1[CH:19]=[CH:20][CH:21]=[CH:22][CH:23]=1. (4) Given the reactants [C@@H]1(N2C3N=CN=C(N)C=3N=C2)O[C@H](CO)[C@@H](O)[C@H]1O.N1C(=O)C2NC=NC=2NC1=O.[N+:31]([C:34]1[CH:35]=[N:36][C:37]2[C:42]([C:43]=1O)=[CH:41][CH:40]=[CH:39][CH:38]=2)([O-:33])=[O:32].P(Cl)(Cl)([Cl:47])=O, predict the reaction product. The product is: [N+:31]([C:34]1[CH:35]=[N:36][C:37]2[C:42]([C:43]=1[Cl:47])=[CH:41][CH:40]=[CH:39][CH:38]=2)([O-:33])=[O:32]. (5) Given the reactants Br[C:2]1[CH:7]=[C:6]([CH3:8])[CH:5]=[C:4](Br)[C:3]=1[O:10][CH3:11].[C:12]1(B(O)O)[CH:17]=[CH:16][CH:15]=[CH:14][CH:13]=1.[C:21]1(P([C:21]2[CH:26]=[CH:25][CH:24]=[CH:23][CH:22]=2)[C:21]2[CH:26]=[CH:25][CH:24]=[CH:23][CH:22]=2)[CH:26]=[CH:25][CH:24]=[CH:23][CH:22]=1.P([O-])([O-])([O-])=O.[K+].[K+].[K+].[Cl-].[NH4+], predict the reaction product. The product is: [CH3:8][C:6]1[CH:5]=[C:4]([C:12]2[CH:17]=[CH:16][CH:15]=[CH:14][CH:13]=2)[C:3]([O:10][CH3:11])=[C:2]([C:21]2[CH:26]=[CH:25][CH:24]=[CH:23][CH:22]=2)[CH:7]=1. (6) Given the reactants [C:1]([NH:8][C@H:9]([CH2:17][OH:18])[CH2:10][C:11]1[CH:16]=[CH:15][CH:14]=[CH:13][CH:12]=1)([O:3][C:4]([CH3:7])([CH3:6])[CH3:5])=[O:2].C(N(CC)CC)C.[C:26]1([CH3:36])[CH:31]=[CH:30][C:29]([S:32](Cl)(=[O:34])=[O:33])=[CH:28][CH:27]=1, predict the reaction product. The product is: [C:4]([O:3][C:1]([NH:8][C@@H:9]([CH2:10][C:11]1[CH:12]=[CH:13][CH:14]=[CH:15][CH:16]=1)[CH2:17][O:18][S:32]([C:29]1[CH:30]=[CH:31][C:26]([CH3:36])=[CH:27][CH:28]=1)(=[O:34])=[O:33])=[O:2])([CH3:5])([CH3:7])[CH3:6].